From a dataset of Reaction yield outcomes from USPTO patents with 853,638 reactions. Predict the reaction yield, written as a fraction of the theoretical maximum amount of product (1.0 means a 100% yield; for example, 0.34 means a 34% yield). (1) The reactants are [CH2:1](Br)[C:2]1[CH:7]=[CH:6][CH:5]=[CH:4][CH:3]=1.[CH3:9][O:10][C:11]1[CH:12]=[C:13]([CH:17]=[CH:18][C:19]=1[N+:20]([O-:22])=[O:21])[C:14]([OH:16])=[O:15].C(=O)([O-])[O-].[K+].[K+].ClCCl.CO. The catalyst is CN(C)C=O.O. The product is [CH3:9][O:10][C:11]1[CH:12]=[C:13]([CH:17]=[CH:18][C:19]=1[N+:20]([O-:22])=[O:21])[C:14]([O:16][CH2:1][C:2]1[CH:7]=[CH:6][CH:5]=[CH:4][CH:3]=1)=[O:15]. The yield is 0.939. (2) The reactants are [F:1][C:2]1[CH:10]=[CH:9][CH:8]=[CH:7][C:3]=1[CH2:4][CH2:5][OH:6].[Cr](Cl)([O-])(=O)=O.[NH+]1C=CC=CC=1. The catalyst is C(Cl)Cl. The product is [F:1][C:2]1[CH:10]=[CH:9][CH:8]=[CH:7][C:3]=1[CH2:4][CH:5]=[O:6]. The yield is 0.990. (3) The reactants are [C:1]([O:5][C:6]([NH:8][CH2:9][C:10]1[C:11]([C:25]2[CH:30]=[CH:29][C:28]([CH3:31])=[CH:27][CH:26]=2)=[C:12]([CH2:21][C:22](O)=[O:23])[C:13]([CH3:20])=[N:14][C:15]=1[CH2:16][CH:17]([CH3:19])[CH3:18])=[O:7])([CH3:4])([CH3:3])[CH3:2].[NH:32]1[CH2:39][CH2:38][CH2:37][C@H:33]1[C:34]([NH2:36])=[O:35].F[P-](F)(F)(F)(F)F.N1(OC(N(C)C)=[N+](C)C)C2N=CC=CC=2N=N1. The catalyst is CN(C)C=O. The product is [NH2:36][C:34]([C@@H:33]1[CH2:37][CH2:38][CH2:39][N:32]1[C:22](=[O:23])[CH2:21][C:12]1[C:11]([C:25]2[CH:30]=[CH:29][C:28]([CH3:31])=[CH:27][CH:26]=2)=[C:10]([CH2:9][NH:8][C:6](=[O:7])[O:5][C:1]([CH3:2])([CH3:4])[CH3:3])[C:15]([CH2:16][CH:17]([CH3:19])[CH3:18])=[N:14][C:13]=1[CH3:20])=[O:35]. The yield is 0.810. (4) The reactants are C1([C:4]2[C:13]3[C:8](=[CH:9][CH:10]=[CH:11][CH:12]=3)[C:7]([N:14]=[C:15]=S)=[CH:6][CH:5]=2)CC1.[C:17](=[O:20])([O-])[O-].[K+].[K+].[CH2:23](Br)[C:24]1[CH:29]=[CH:28][CH:27]=[CH:26][CH:25]=1.C(O[CH2:35][CH3:36])(=O)C. The catalyst is CC(C)=O. The product is [CH2:23]([N:14]([CH2:15][C:36]1[CH:35]=[CH:6][CH:5]=[CH:4][CH:13]=1)[C:7]1[C:8]2[C:13](=[CH:12][CH:11]=[C:10]([O:20][CH3:17])[CH:9]=2)[CH:4]=[CH:5][CH:6]=1)[C:24]1[CH:29]=[CH:28][CH:27]=[CH:26][CH:25]=1. The yield is 0.830.